This data is from Forward reaction prediction with 1.9M reactions from USPTO patents (1976-2016). The task is: Predict the product of the given reaction. (1) Given the reactants [Li+].[OH-].C[O:4][C:5](=[O:25])[C:6]1[CH:11]=[CH:10][C:9]([NH:12][C:13](=[O:22])[C:14]2[CH:19]=[C:18]([F:20])[CH:17]=[CH:16][C:15]=2[Cl:21])=[C:8]([O:23][CH3:24])[CH:7]=1, predict the reaction product. The product is: [Cl:21][C:15]1[CH:16]=[CH:17][C:18]([F:20])=[CH:19][C:14]=1[C:13]([NH:12][C:9]1[CH:10]=[CH:11][C:6]([C:5]([OH:25])=[O:4])=[CH:7][C:8]=1[O:23][CH3:24])=[O:22]. (2) Given the reactants [C:1]([C@@:3]1([OH:19])[C@H:7]([OH:8])[C@@H:6]([CH2:9][OH:10])[O:5][C@H:4]1[N:11]1[CH:16]=[CH:15][C:14](=[O:17])[NH:13][C:12]1=[O:18])#[CH:2].CN(C1[C:28]2[C:29](N(C)C)=[CH:30][CH:31]=[CH:32][C:27]=2C=CC=1)C.P(Cl)(Cl)(=O)[O:37][C:38]1[CH:43]=CC=C[CH:39]=1.[NH2:47][C@@H:48]([CH2:55]C1C=CC=CC=1)[C:49]([O:51][CH:52](C)C)=[O:50].[CH2:62](N(CC)CC)C.[P:69](OC)(OC)([O:71]C)=[O:70], predict the reaction product. The product is: [O:18]=[C:12]1[NH:13][C:14](=[O:17])[CH:15]=[CH:16][N:11]1[C@@H:4]1[O:5][C@H:6]([CH2:9][O:10][P:69]([NH:47][C@@H:48]([CH3:55])[C:49]([O:51][CH2:52][C:38]([O:37][CH3:62])([CH3:39])[CH3:43])=[O:50])([O:71][C:27]2[CH:28]=[CH:29][CH:30]=[CH:31][CH:32]=2)=[O:70])[C@@H:7]([OH:8])[C@@:3]1([C:1]#[CH:2])[OH:19].